From a dataset of Reaction yield outcomes from USPTO patents with 853,638 reactions. Predict the reaction yield, written as a fraction of the theoretical maximum amount of product (1.0 means a 100% yield; for example, 0.34 means a 34% yield). (1) The reactants are C(N(CC)CC)C.[CH2:8]([O:10][C:11]1[CH:16]=[C:15]([C:17]([CH3:21])([CH3:20])[CH2:18][OH:19])[CH:14]=[CH:13][C:12]=1[I:22])[CH3:9].[C]=[O:24].C[CH2:26][O:27][CH2:28]C. The catalyst is CO.C([O-])(=O)C.[Pd+2].C([O-])(=O)C. The product is [CH2:8]([O:10][C:11]1[CH:16]=[C:15]([C:17]([CH3:21])([CH3:20])[CH2:18][OH:19])[CH:14]=[CH:13][C:12]=1[C:26]([O:27][CH3:28])=[O:24])[CH3:9].[CH2:8]([O:10][C:11]1[CH:16]=[C:15]([C:17]([CH3:21])([CH3:20])[CH2:18][OH:19])[CH:14]=[CH:13][C:12]=1[I:22])[CH3:9]. The yield is 0.480. (2) The reactants are Cl[C:2]1[N:3]=[CH:4][C:5]2[N:11]([CH3:12])[C:10](=[O:13])[C:9]([CH3:15])([CH3:14])[CH2:8][N:7]([CH:16]3[CH2:20][CH2:19][CH2:18][CH2:17]3)[C:6]=2[N:21]=1.[NH2:22][C:23]1[CH:31]=[CH:30][C:26]([C:27]([OH:29])=[O:28])=[CH:25][C:24]=1[O:32][CH3:33].C(O)(C(F)(F)F)=O. No catalyst specified. The product is [CH:16]1([N:7]2[CH2:8][C:9]([CH3:15])([CH3:14])[C:10](=[O:13])[N:11]([CH3:12])[C:5]3[CH:4]=[N:3][C:2]([NH:22][C:23]4[CH:31]=[CH:30][C:26]([C:27]([OH:29])=[O:28])=[CH:25][C:24]=4[O:32][CH3:33])=[N:21][C:6]2=3)[CH2:20][CH2:19][CH2:18][CH2:17]1. The yield is 0.760. (3) The reactants are [Cl:1][C:2]1[CH:7]=[CH:6][C:5]([C@H:8]2[O:12][C:11](=[O:13])[N:10]([CH2:14][C:15]3[CH:20]=[CH:19][C:18](I)=[CH:17][CH:16]=3)[CH2:9]2)=[CH:4][CH:3]=1.C([O-])(=O)C.[Pb+2].C([O-])(=O)C.C1(P(C2CCCCC2)C2C=CC=CC=2C2C=CC=CC=2)CCCCC1.C(=O)([O-])[O-].[Cs+].[Cs+].[N:62]1[CH:67]=[CH:66][CH:65]=[CH:64][C:63]=1[CH:68]1[CH2:73][NH:72][CH2:71][CH2:70][N:69]1[CH3:74]. The catalyst is C1(C)C=CC=CC=1.ClCCl. The yield is 0.540. The product is [Cl:1][C:2]1[CH:7]=[CH:6][C:5]([C@H:8]2[O:12][C:11](=[O:13])[N:10]([CH2:14][C:15]3[CH:20]=[CH:19][C:18]([N:72]4[CH2:71][CH2:70][N:69]([CH2:68][C:63]5[CH:64]=[CH:65][CH:66]=[CH:67][N:62]=5)[CH2:74][CH2:73]4)=[CH:17][CH:16]=3)[CH2:9]2)=[CH:4][CH:3]=1. (4) The reactants are C1(P(C2C=CC=CC=2)C2C=CC=CC=2)C=CC=CC=1.BrN1C(=O)CCC1=O.[Cl:28][C:29]1[CH:34]=[CH:33][C:32]([CH:35]([CH2:39][CH:40]2[CH2:44][CH2:43][CH2:42][CH2:41]2)[C:36]([OH:38])=O)=[CH:31][C:30]=1[N+:45]([O-:47])=[O:46].[NH2:48][C:49]1[CH:54]=[CH:53][C:52]([Br:55])=[CH:51][N:50]=1. The catalyst is C(Cl)Cl. The product is [Br:55][C:52]1[CH:53]=[CH:54][C:49]([NH:48][C:36](=[O:38])[CH:35]([C:32]2[CH:33]=[CH:34][C:29]([Cl:28])=[C:30]([N+:45]([O-:47])=[O:46])[CH:31]=2)[CH2:39][CH:40]2[CH2:44][CH2:43][CH2:42][CH2:41]2)=[N:50][CH:51]=1. The yield is 0.570. (5) The reactants are [CH2:1]([OH:11])[CH2:2][CH2:3][CH2:4][CH2:5][CH2:6][CH2:7][CH2:8][CH2:9][OH:10].[OH-].[Na+].S(OC)(O[CH3:18])(=O)=O. The catalyst is CS(C)=O.O. The product is [CH3:18][O:11][CH2:1][CH2:2][CH2:3][CH2:4][CH2:5][CH2:6][CH2:7][CH2:8][CH2:9][OH:10]. The yield is 0.219. (6) The reactants are [CH2:1]([N:8]1[CH2:13][CH2:12][C:11](=O)[CH2:10][CH2:9]1)[C:2]1[CH:7]=[CH:6][CH:5]=[CH:4][CH:3]=1.Cl.[CH3:16][NH:17][CH3:18].Cl.C(O)C.C([BH3-])#N.[Na+]. The catalyst is C(O)C. The product is [CH2:1]([N:8]1[CH2:13][CH2:12][CH:11]([N:17]([CH3:18])[CH3:16])[CH2:10][CH2:9]1)[C:2]1[CH:7]=[CH:6][CH:5]=[CH:4][CH:3]=1. The yield is 0.120. (7) The reactants are [NH2:1][N:2]1[C:7](=[O:8])[C:6]([C:9]2[NH:14][C:13]3[CH:15]=[CH:16][CH:17]=[CH:18][C:12]=3[S:11](=[O:20])(=[O:19])[N:10]=2)=[C:5]([OH:21])[C:4]2[S:22][CH:23]=[CH:24][C:3]1=2.[CH3:25][C:26]([CH3:31])([CH3:30])[CH2:27][CH:28]=O. The catalyst is CN(C)C(=O)C. The product is [CH3:25][C:26]([CH3:31])([CH3:30])[CH2:27][CH:28]=[N:1][N:2]1[C:7](=[O:8])[C:6]([C:9]2[NH:14][C:13]3[CH:15]=[CH:16][CH:17]=[CH:18][C:12]=3[S:11](=[O:20])(=[O:19])[N:10]=2)=[C:5]([OH:21])[C:4]2[S:22][CH:23]=[CH:24][C:3]1=2. The yield is 0.770.